Dataset: Forward reaction prediction with 1.9M reactions from USPTO patents (1976-2016). Task: Predict the product of the given reaction. Given the reactants [NH2:1][C:2]1[C:10]2[C:5](=[CH:6][CH:7]=[C:8]([C:11]3[CH:16]=[C:15]([C:17]4[CH:22]=[CH:21][CH:20]=[CH:19][C:18]=4[O:23][CH2:24][CH:25]([CH3:27])[CH3:26])[NH:14][C:13](=[O:28])[N:12]=3)[CH:9]=2)[NH:4][N:3]=1.[CH:29](=O)[C:30]1[CH:35]=[CH:34][CH:33]=[C:32]([O:36][CH3:37])[CH:31]=1.C([BH3-])#N.[Na+], predict the reaction product. The product is: [CH3:37][O:36][C:32]1[CH:31]=[C:30]([CH2:29][NH:1][C:2]2[C:10]3[C:5](=[CH:6][CH:7]=[C:8]([C:11]4[CH:16]=[C:15]([C:17]5[CH:22]=[CH:21][CH:20]=[CH:19][C:18]=5[O:23][CH2:24][CH:25]([CH3:26])[CH3:27])[NH:14][C:13](=[O:28])[N:12]=4)[CH:9]=3)[NH:4][N:3]=2)[CH:35]=[CH:34][CH:33]=1.